Dataset: NCI-60 drug combinations with 297,098 pairs across 59 cell lines. Task: Regression. Given two drug SMILES strings and cell line genomic features, predict the synergy score measuring deviation from expected non-interaction effect. (1) Synergy scores: CSS=35.9, Synergy_ZIP=-15.5, Synergy_Bliss=-26.1, Synergy_Loewe=-38.1, Synergy_HSA=-20.0. Cell line: HOP-92. Drug 1: CC1C(C(CC(O1)OC2CC(CC3=C2C(=C4C(=C3O)C(=O)C5=C(C4=O)C(=CC=C5)OC)O)(C(=O)CO)O)N)O.Cl. Drug 2: CC12CCC3C(C1CCC2O)C(CC4=C3C=CC(=C4)O)CCCCCCCCCS(=O)CCCC(C(F)(F)F)(F)F. (2) Cell line: COLO 205. Synergy scores: CSS=46.0, Synergy_ZIP=-1.05, Synergy_Bliss=-3.16, Synergy_Loewe=-24.8, Synergy_HSA=-4.10. Drug 1: CC1OCC2C(O1)C(C(C(O2)OC3C4COC(=O)C4C(C5=CC6=C(C=C35)OCO6)C7=CC(=C(C(=C7)OC)O)OC)O)O. Drug 2: CC1=C(C=C(C=C1)NC(=O)C2=CC=C(C=C2)CN3CCN(CC3)C)NC4=NC=CC(=N4)C5=CN=CC=C5. (3) Drug 1: C1CCC(CC1)NC(=O)N(CCCl)N=O. Drug 2: CC1=C(C(CCC1)(C)C)C=CC(=CC=CC(=CC(=O)O)C)C. Cell line: HL-60(TB). Synergy scores: CSS=19.5, Synergy_ZIP=-17.7, Synergy_Bliss=-23.9, Synergy_Loewe=-22.0, Synergy_HSA=-20.5. (4) Cell line: COLO 205. Drug 1: CS(=O)(=O)C1=CC(=C(C=C1)C(=O)NC2=CC(=C(C=C2)Cl)C3=CC=CC=N3)Cl. Drug 2: CC12CCC3C(C1CCC2=O)CC(=C)C4=CC(=O)C=CC34C. Synergy scores: CSS=52.5, Synergy_ZIP=0.846, Synergy_Bliss=-0.731, Synergy_Loewe=-25.1, Synergy_HSA=-5.25. (5) Drug 1: C1CCC(C1)C(CC#N)N2C=C(C=N2)C3=C4C=CNC4=NC=N3. Drug 2: C1=CC(=CC=C1CCC2=CNC3=C2C(=O)NC(=N3)N)C(=O)NC(CCC(=O)O)C(=O)O. Cell line: A498. Synergy scores: CSS=22.1, Synergy_ZIP=-7.95, Synergy_Bliss=0.757, Synergy_Loewe=-12.4, Synergy_HSA=0.691. (6) Drug 1: CC12CCC3C(C1CCC2O)C(CC4=C3C=CC(=C4)O)CCCCCCCCCS(=O)CCCC(C(F)(F)F)(F)F. Drug 2: C1=NNC2=C1C(=O)NC=N2. Cell line: U251. Synergy scores: CSS=10.1, Synergy_ZIP=-1.99, Synergy_Bliss=-3.06, Synergy_Loewe=3.02, Synergy_HSA=-3.17. (7) Drug 1: CC1C(C(=O)NC(C(=O)N2CCCC2C(=O)N(CC(=O)N(C(C(=O)O1)C(C)C)C)C)C(C)C)NC(=O)C3=C4C(=C(C=C3)C)OC5=C(C(=O)C(=C(C5=N4)C(=O)NC6C(OC(=O)C(N(C(=O)CN(C(=O)C7CCCN7C(=O)C(NC6=O)C(C)C)C)C)C(C)C)C)N)C. Drug 2: C1CC(=O)NC(=O)C1N2C(=O)C3=CC=CC=C3C2=O. Cell line: SR. Synergy scores: CSS=19.4, Synergy_ZIP=-7.79, Synergy_Bliss=-2.13, Synergy_Loewe=-25.7, Synergy_HSA=-4.20. (8) Drug 1: C1=NC(=NC(=O)N1C2C(C(C(O2)CO)O)O)N. Drug 2: C1=NNC2=C1C(=O)NC=N2. Cell line: TK-10. Synergy scores: CSS=16.6, Synergy_ZIP=-3.89, Synergy_Bliss=-1.94, Synergy_Loewe=-19.6, Synergy_HSA=-2.12. (9) Drug 1: CCC(=C(C1=CC=CC=C1)C2=CC=C(C=C2)OCCN(C)C)C3=CC=CC=C3.C(C(=O)O)C(CC(=O)O)(C(=O)O)O. Drug 2: C1=CC=C(C(=C1)C(C2=CC=C(C=C2)Cl)C(Cl)Cl)Cl. Cell line: BT-549. Synergy scores: CSS=3.92, Synergy_ZIP=-0.372, Synergy_Bliss=0.855, Synergy_Loewe=-3.79, Synergy_HSA=-1.55.